This data is from Retrosynthesis with 50K atom-mapped reactions and 10 reaction types from USPTO. The task is: Predict the reactants needed to synthesize the given product. (1) Given the product COC(=O)c1ccc2c(CO)cnc(-c3c(F)cc(F)cc3F)c2c1, predict the reactants needed to synthesize it. The reactants are: COC(=O)c1ccc2c(C=O)cnc(-c3c(F)cc(F)cc3F)c2c1. (2) Given the product Fc1cc(-c2nc(N3CCC(Cc4nnn[nH]4)CC3)c3sccc3n2)c(F)cc1Cl, predict the reactants needed to synthesize it. The reactants are: N#CCC1CCN(c2nc(-c3cc(F)c(Cl)cc3F)nc3ccsc23)CC1.[N-]=[N+]=[N-]. (3) Given the product COc1cnc2c(c1)NC(=O)CN2, predict the reactants needed to synthesize it. The reactants are: COc1cnc2c(c1)NC(=O)CN2C(=O)OCc1ccccc1. (4) Given the product CCCCOc1cc(CCS(=O)(=O)NC(=O)OC(C)C)n(Cc2ccc(Cl)cc2Cl)n1, predict the reactants needed to synthesize it. The reactants are: CC(C)OC(=O)Cl.CCCCOc1cc(CCS(N)(=O)=O)n(Cc2ccc(Cl)cc2Cl)n1.